Dataset: Reaction yield outcomes from USPTO patents with 853,638 reactions. Task: Predict the reaction yield, written as a fraction of the theoretical maximum amount of product (1.0 means a 100% yield; for example, 0.34 means a 34% yield). (1) The reactants are [C:1]1([C:6]2[NH:7][C:8]3[C:13]([CH:14]=2)=[C:12]([O:15][Si](C(C)C)(C(C)C)C(C)C)[CH:11]=[CH:10][CH:9]=3)[CH2:5][CH2:4][CH2:3][CH:2]=1.[F-].[Cs+].[CH2:28]([O:30][C:31](=[O:34])[CH2:32]Br)[CH3:29]. The catalyst is C(C#N)(C)=O.C(Cl)Cl. The product is [CH2:28]([O:30][C:31](=[O:34])[CH2:32][O:15][C:12]1[CH:11]=[CH:10][CH:9]=[C:8]2[C:13]=1[CH:14]=[C:6]([C:1]1[CH2:5][CH2:4][CH2:3][CH:2]=1)[NH:7]2)[CH3:29]. The yield is 0.990. (2) The reactants are FC(F)(F)S(O[C:7]1[CH2:11][N:10]([C:12]([O:14][C:15]([CH3:18])([CH3:17])[CH3:16])=[O:13])[CH:9]([C:19]([O:21][CH3:22])=[O:20])[CH:8]=1)(=O)=O.[CH3:25][O:26][C:27]1[CH:32]=[C:31](B2OC(C)(C)C(C)(C)O2)[CH:30]=[CH:29][C:28]=1[NH:42][C:43](=[O:49])[O:44][C:45]([CH3:48])([CH3:47])[CH3:46].C(=O)([O-])[O-].[Na+].[Na+]. The catalyst is O1CCOCC1.CCOC(C)=O.[Pd].C1(P(C2C=CC=CC=2)C2C=CC=CC=2)C=CC=CC=1.C1(P(C2C=CC=CC=2)C2C=CC=CC=2)C=CC=CC=1.C1(P(C2C=CC=CC=2)C2C=CC=CC=2)C=CC=CC=1.C1(P(C2C=CC=CC=2)C2C=CC=CC=2)C=CC=CC=1. The product is [C:45]([O:44][C:43]([NH:42][C:28]1[CH:29]=[CH:30][C:31]([C:7]2[CH2:11][N:10]([C:12]([O:14][C:15]([CH3:18])([CH3:17])[CH3:16])=[O:13])[CH:9]([C:19]([O:21][CH3:22])=[O:20])[CH:8]=2)=[CH:32][C:27]=1[O:26][CH3:25])=[O:49])([CH3:48])([CH3:47])[CH3:46]. The yield is 0.690. (3) The reactants are [NH2:1][C:2]1[CH:10]=[CH:9][CH:8]=[C:7]2[C:3]=1[C:4](=[O:24])[CH:5]([C:12](=[O:23])[C:13]1[CH:18]=[CH:17][C:16]([O:19][CH2:20][CH2:21][Cl:22])=[CH:15][CH:14]=1)[C:6]2=[O:11].[N+](C1C=CC([O:34][C:35](=O)[NH:36][N:37]2[CH2:42][CH2:41][O:40][CH2:39][CH2:38]2)=CC=1)([O-])=O. The catalyst is CC#N.CN(C)C1C=CN=CC=1. The product is [Cl:22][CH2:21][CH2:20][O:19][C:16]1[CH:17]=[CH:18][C:13]([C:12]([CH:5]2[C:4](=[O:24])[C:3]3[C:7](=[CH:8][CH:9]=[CH:10][C:2]=3[NH:1][C:35]([NH:36][N:37]3[CH2:42][CH2:41][O:40][CH2:39][CH2:38]3)=[O:34])[C:6]2=[O:11])=[O:23])=[CH:14][CH:15]=1. The yield is 0.820. (4) The reactants are I[C:2]1[CH:7]=[C:6]([N+:8]([O-:10])=[O:9])[CH:5]=[C:4]([CH3:11])[C:3]=1[CH3:12].[CH3:13][S:14]([O-:16])=[O:15].[Na+]. The catalyst is CN(C)C=O.O.C(OCC)(=O)C.[Cu]I. The product is [CH3:13][S:14]([C:2]1[CH:7]=[C:6]([N+:8]([O-:10])=[O:9])[CH:5]=[C:4]([CH3:11])[C:3]=1[CH3:12])(=[O:16])=[O:15].[CH3:11][C:4]1[CH:5]=[C:6]([N+:8]([O-:10])=[O:9])[CH:7]=[C:2]([S:14]([CH3:13])(=[O:16])=[O:15])[C:3]=1[CH3:12]. The yield is 0.280. (5) The reactants are [H-].[Na+].[CH2:3]([N:10]1[CH2:15][CH2:14][C:13]2([CH:19]([C:20]3[CH:25]=[CH:24][C:23]([CH:26]([CH3:28])[CH3:27])=[CH:22][CH:21]=3)[C:18]3[C:29]([CH3:36])=[C:30]([OH:35])[C:31]([CH3:34])=[C:32]([CH3:33])[C:17]=3[O:16]2)[CH2:12][CH2:11]1)[C:4]1[CH:9]=[CH:8][CH:7]=[CH:6][CH:5]=1.[CH3:37][O:38][C:39]1[CH:46]=[CH:45][C:42]([CH2:43]Cl)=[CH:41][CH:40]=1.O. The catalyst is CN(C)C=O. The product is [CH2:3]([N:10]1[CH2:15][CH2:14][C:13]2([CH:19]([C:20]3[CH:21]=[CH:22][C:23]([CH:26]([CH3:28])[CH3:27])=[CH:24][CH:25]=3)[C:18]3[C:29]([CH3:36])=[C:30]([O:35][CH2:43][C:42]4[CH:45]=[CH:46][C:39]([O:38][CH3:37])=[CH:40][CH:41]=4)[C:31]([CH3:34])=[C:32]([CH3:33])[C:17]=3[O:16]2)[CH2:12][CH2:11]1)[C:4]1[CH:9]=[CH:8][CH:7]=[CH:6][CH:5]=1. The yield is 0.520. (6) The reactants are [NH:1]1[CH:5]=[C:4]([C:6]2[C:7]([NH2:13])=[N:8][C:9]([NH2:12])=[CH:10][CH:11]=2)[CH:3]=[N:2]1.[H-].[Na+].[CH2:16]([O:20][CH2:21][C:22]1[CH:27]=[CH:26][C:25]([CH2:28]Cl)=[CH:24][CH:23]=1)[CH2:17][CH2:18][CH3:19]. The catalyst is CN(C)C=O. The product is [CH2:16]([O:20][CH2:21][C:22]1[CH:27]=[CH:26][C:25]([CH2:28][N:1]2[CH:5]=[C:4]([C:6]3[C:7]([NH2:13])=[N:8][C:9]([NH2:12])=[CH:10][CH:11]=3)[CH:3]=[N:2]2)=[CH:24][CH:23]=1)[CH2:17][CH2:18][CH3:19]. The yield is 0.720. (7) The reactants are [N:1]12[CH2:8][CH2:7][CH:4]([CH2:5][CH2:6]1)[CH:3]([O:9][C:10](=[O:23])[NH:11][C:12]([C:15]1[CH:20]=[CH:19][C:18]([F:21])=[C:17](Br)[CH:16]=1)([CH3:14])[CH3:13])[CH2:2]2.[CH3:24][CH:25]([CH3:30])[CH2:26]B(O)O. The catalyst is C([O-])(=O)C.[Pd+2].C([O-])(=O)C. The product is [N:1]12[CH2:8][CH2:7][CH:4]([CH2:5][CH2:6]1)[CH:3]([O:9][C:10](=[O:23])[NH:11][C:12]([C:15]1[CH:20]=[CH:19][C:18]([F:21])=[C:17]([CH2:24][CH:25]([CH3:30])[CH3:26])[CH:16]=1)([CH3:14])[CH3:13])[CH2:2]2. The yield is 0.230.